From a dataset of Full USPTO retrosynthesis dataset with 1.9M reactions from patents (1976-2016). Predict the reactants needed to synthesize the given product. (1) The reactants are: ClC1C=CC=C(C(OO)=[O:9])C=1.[CH3:12][O:13][C:14]1[C:29]([S:30][CH3:31])=[C:28]([C:32]([F:35])([F:34])[F:33])[CH:27]=[CH:26][C:15]=1[C:16]([O:18][C:19]1[CH2:24][CH2:23][CH2:22][C:21](=[O:25])[CH:20]=1)=[O:17].S([O-])(O)=O.[Na+]. Given the product [CH3:12][O:13][C:14]1[C:29]([S:30]([CH3:31])=[O:9])=[C:28]([C:32]([F:35])([F:34])[F:33])[CH:27]=[CH:26][C:15]=1[C:16]([O:18][C:19]1[CH2:24][CH2:23][CH2:22][C:21](=[O:25])[CH:20]=1)=[O:17], predict the reactants needed to synthesize it. (2) Given the product [S:27]([N:1]1[C:9]2[C:4](=[CH:5][CH:6]=[C:7]([C:10]([O:12][CH3:13])=[O:11])[CH:8]=2)[CH:3]=[CH:2]1)([C:24]1[CH:25]=[CH:26][C:21]([CH3:20])=[CH:22][CH:23]=1)(=[O:29])=[O:28], predict the reactants needed to synthesize it. The reactants are: [NH:1]1[C:9]2[C:4](=[CH:5][CH:6]=[C:7]([C:10]([O:12][CH3:13])=[O:11])[CH:8]=2)[CH:3]=[CH:2]1.C(=O)([O-])[O-].[K+].[K+].[CH3:20][C:21]1[CH:26]=[CH:25][C:24]([S:27](Cl)(=[O:29])=[O:28])=[CH:23][CH:22]=1. (3) Given the product [CH2:1]([O:3][C:4](=[O:23])[CH2:5][C:6]1[CH:11]=[C:10]([O:12][C:13]2[CH:18]=[CH:17][C:16]([Br:19])=[CH:15][C:14]=2[CH2:20][Br:25])[CH:9]=[CH:8][C:7]=1[Cl:22])[CH3:2], predict the reactants needed to synthesize it. The reactants are: [CH2:1]([O:3][C:4](=[O:23])[CH2:5][C:6]1[CH:11]=[C:10]([O:12][C:13]2[CH:18]=[CH:17][C:16]([Br:19])=[CH:15][C:14]=2[CH2:20]O)[CH:9]=[CH:8][C:7]=1[Cl:22])[CH3:2].P(Br)(Br)[Br:25]. (4) Given the product [CH:18]1([N:7]2[CH2:8][C:9]([F:17])([F:16])[C:10](=[O:15])[N:11]([CH2:12][CH2:13][CH3:14])[C:5]3[CH:4]=[N:3][C:2]([NH:24][C:25]4[CH:40]=[CH:39][C:28]([C:29]([NH:31][CH:32]5[CH2:33][CH2:34][N:35]([CH3:38])[CH2:36][CH2:37]5)=[O:30])=[CH:27][C:26]=4[O:41][CH3:42])=[N:23][C:6]2=3)[CH2:22][CH2:21][CH2:20][CH2:19]1, predict the reactants needed to synthesize it. The reactants are: Cl[C:2]1[N:3]=[CH:4][C:5]2[N:11]([CH2:12][CH2:13][CH3:14])[C:10](=[O:15])[C:9]([F:17])([F:16])[CH2:8][N:7]([CH:18]3[CH2:22][CH2:21][CH2:20][CH2:19]3)[C:6]=2[N:23]=1.[NH2:24][C:25]1[CH:40]=[CH:39][C:28]([C:29]([NH:31][CH:32]2[CH2:37][CH2:36][N:35]([CH3:38])[CH2:34][CH2:33]2)=[O:30])=[CH:27][C:26]=1[O:41][CH3:42].O.C1(C)C=CC(S(O)(=O)=O)=CC=1. (5) Given the product [CH2:19]([O:26][C:27]1[CH:28]=[CH:29][C:30]([N:31]([CH3:32])[C:7]([C:4]2[CH:5]=[CH:6][N:2]([CH3:1])[C:3]=2[CH3:10])=[O:9])=[CH:33][CH:34]=1)[C:20]1[CH:21]=[CH:22][CH:23]=[CH:24][CH:25]=1, predict the reactants needed to synthesize it. The reactants are: [CH3:1][N:2]1[CH:6]=[CH:5][C:4]([C:7]([OH:9])=O)=[C:3]1[CH3:10].ClC(N(C)C)=C(C)C.[CH2:19]([O:26][C:27]1[CH:34]=[CH:33][C:30]([NH:31][CH3:32])=[CH:29][CH:28]=1)[C:20]1[CH:25]=[CH:24][CH:23]=[CH:22][CH:21]=1. (6) Given the product [CH3:1][O:2][N:3]=[C:4]1[C:12]2[C:7](=[CH:8][C:9]([CH:13]([CH2:14][C:15]([C:17]3[CH:18]=[N:19][C:20]([S:23][CH3:24])=[N:21][CH:22]=3)=[O:16])[C:31]([C:28]3[CH:29]=[CH:30][N:25]=[CH:26][CH:27]=3)=[O:32])=[CH:10][CH:11]=2)[CH2:6][CH2:5]1, predict the reactants needed to synthesize it. The reactants are: [CH3:1][O:2][N:3]=[C:4]1[C:12]2[C:7](=[CH:8][C:9](/[CH:13]=[CH:14]/[C:15]([C:17]3[CH:18]=[N:19][C:20]([S:23][CH3:24])=[N:21][CH:22]=3)=[O:16])=[CH:10][CH:11]=2)[CH2:6][CH2:5]1.[N:25]1[CH:30]=[CH:29][C:28]([CH:31]=[O:32])=[CH:27][CH:26]=1. (7) Given the product [C:13]([C:17]1[CH:22]=[CH:21][C:20]([S:23]([CH2:28][C:29]2[N:30]=[C:31]([C:35]3[CH:44]=[CH:43][C:38]([C:39]([O:41][CH3:42])=[O:40])=[CH:37][CH:36]=3)[O:32][C:33]=2[CH3:34])(=[O:25])=[O:24])=[CH:19][CH:18]=1)([CH3:16])([CH3:15])[CH3:14], predict the reactants needed to synthesize it. The reactants are: [O-]S([O-])=O.[Na+].[Na+].C([O-])([O-])=O.[Na+].[Na+].[C:13]([C:17]1[CH:22]=[CH:21][C:20]([S:23](Cl)(=[O:25])=[O:24])=[CH:19][CH:18]=1)([CH3:16])([CH3:15])[CH3:14].Cl[CH2:28][C:29]1[N:30]=[C:31]([C:35]2[CH:44]=[CH:43][C:38]([C:39]([O:41][CH3:42])=[O:40])=[CH:37][CH:36]=2)[O:32][C:33]=1[CH3:34].